From a dataset of Forward reaction prediction with 1.9M reactions from USPTO patents (1976-2016). Predict the product of the given reaction. (1) Given the reactants [Br:1][C:2]1[C:7]2[CH2:8][C:9]([CH3:12])([CH3:11])[O:10][C:6]=2[CH:5]=[C:4]([CH:13]=[O:14])[CH:3]=1.O.C1(C)C=CC(S(O)(=O)=O)=CC=1.[CH2:27](O)[CH2:28][OH:29].C1(C)C=CC=CC=1, predict the reaction product. The product is: [Br:1][C:2]1[C:7]2[CH2:8][C:9]([CH3:11])([CH3:12])[O:10][C:6]=2[CH:5]=[C:4]([CH:13]2[O:29][CH2:28][CH2:27][O:14]2)[CH:3]=1. (2) Given the reactants Cl.Cl.[Cl:3][CH2:4][CH2:5][CH2:6][N:7]1[CH2:12][CH2:11][NH:10][CH2:9][CH2:8]1.C(N(CC)CC)C.[CH3:20][S:21](Cl)(=[O:23])=[O:22].Cl, predict the reaction product. The product is: [ClH:3].[Cl:3][CH2:4][CH2:5][CH2:6][N:7]1[CH2:12][CH2:11][N:10]([S:21]([CH3:20])(=[O:23])=[O:22])[CH2:9][CH2:8]1. (3) Given the reactants [NH2:1][C:2](=[N:33]O)[C:3]1[CH:4]=[C:5]2[C:10](=[CH:11][CH:12]=1)[C:9](=[O:13])[N:8]([CH2:14][CH:15]([CH3:17])[CH3:16])[C:7]([CH2:18][NH:19][C:20](=[O:26])[O:21][C:22]([CH3:25])([CH3:24])[CH3:23])=[C:6]2[C:27]1[CH:32]=[CH:31][CH:30]=[CH:29][CH:28]=1.C(N(CC)CC)C.[CH3:42][O:43][C:44](=[O:47])[CH2:45][CH3:46].O, predict the reaction product. The product is: [C:22]([O:21][C:20]([NH:19][CH2:18][C:7]1[N:8]([CH2:14][CH:15]([CH3:17])[CH3:16])[C:9](=[O:13])[C:10]2[C:5]([C:6]=1[C:27]1[CH:32]=[CH:31][CH:30]=[CH:29][CH:28]=1)=[CH:4][C:3]([C:2]1[NH:33][CH:46]=[C:45]([C:44]([O:43][CH3:42])=[O:47])[N:1]=1)=[CH:12][CH:11]=2)=[O:26])([CH3:25])([CH3:24])[CH3:23]. (4) The product is: [Cl:1][C:2]1[C:7]([F:8])=[C:6]([Cl:9])[CH:5]=[CH:4][C:3]=1[C:10]([N:12]1[CH2:17][CH2:16][N:15]2[C:38]([C:33]3[C:32]([F:31])=[CH:37][CH:36]=[CH:35][N:34]=3)=[N:40][N:41]=[C:14]2[CH2:13]1)=[O:11]. Given the reactants [Cl:1][C:2]1[C:7]([F:8])=[C:6]([Cl:9])[CH:5]=[CH:4][C:3]=1[C:10]([N:12]1[CH2:17][CH2:16][NH:15][C:14](=O)[CH2:13]1)=[O:11].F[B-](F)(F)F.C([O+](CC)CC)C.[F:31][C:32]1[C:33]([C:38]([NH:40][NH2:41])=O)=[N:34][CH:35]=[CH:36][CH:37]=1, predict the reaction product. (5) Given the reactants [NH2:1][C:2]([C:5]1[N:10]=[CH:9][C:8]([N:11]([CH2:19][C:20]2[CH:25]=[CH:24][CH:23]=[CH:22][CH:21]=2)[CH2:12][C:13]2[CH:18]=[CH:17][CH:16]=[CH:15][CH:14]=2)=[CH:7][CH:6]=1)([CH3:4])[CH3:3].[CH3:26][C:27]([O:30][C:31](O[C:31]([O:30][C:27]([CH3:29])([CH3:28])[CH3:26])=[O:32])=[O:32])([CH3:29])[CH3:28], predict the reaction product. The product is: [C:27]([O:30][C:31](=[O:32])[NH:1][C:2]([C:5]1[CH:6]=[CH:7][C:8]([N:11]([CH2:19][C:20]2[CH:21]=[CH:22][CH:23]=[CH:24][CH:25]=2)[CH2:12][C:13]2[CH:14]=[CH:15][CH:16]=[CH:17][CH:18]=2)=[CH:9][N:10]=1)([CH3:3])[CH3:4])([CH3:29])([CH3:28])[CH3:26]. (6) Given the reactants [Cl:1][C:2]1[CH:7]=[C:6]([F:8])[CH:5]=[C:4]([F:9])[C:3]=1[NH:10][C:11]1[CH:16]=[CH:15][C:14]([CH3:17])=[CH:13][CH:12]=1.[Cl:18][CH2:19][C:20](Cl)=[O:21], predict the reaction product. The product is: [Cl:1][C:2]1[CH:7]=[C:6]([F:8])[CH:5]=[C:4]([F:9])[C:3]=1[N:10]([C:20](=[O:21])[CH2:19][Cl:18])[C:11]1[CH:16]=[CH:15][C:14]([CH3:17])=[CH:13][CH:12]=1. (7) Given the reactants [NH:1]1[CH:5]=[CH:4][C:3]([NH2:6])=[N:2]1.[CH3:7][C:8]([O:11][C:12](O[C:12]([O:11][C:8]([CH3:10])([CH3:9])[CH3:7])=[O:13])=[O:13])([CH3:10])[CH3:9], predict the reaction product. The product is: [C:8]([O:11][C:12]([N:1]1[CH:5]=[CH:4][C:3]([NH2:6])=[N:2]1)=[O:13])([CH3:10])([CH3:9])[CH3:7].